Task: Predict which catalyst facilitates the given reaction.. Dataset: Catalyst prediction with 721,799 reactions and 888 catalyst types from USPTO (1) Reactant: [Cl:1][C:2]1[CH:7]=[C:6]([C:8]2[CH:13]=[CH:12][C:11]([C:14]([F:17])([F:16])[F:15])=[CH:10][N:9]=2)[CH:5]=[C:4](Cl)[N:3]=1.[F-:19].[K+]. Product: [Cl:1][C:2]1[CH:7]=[C:6]([C:8]2[CH:13]=[CH:12][C:11]([C:14]([F:17])([F:16])[F:15])=[CH:10][N:9]=2)[CH:5]=[C:4]([F:19])[N:3]=1. The catalyst class is: 58. (2) Reactant: [C:1]1(=[O:11])[O:6][C:4](=[O:5])[C:3]2=[CH:7][CH:8]=[CH:9][CH:10]=[C:2]12.[CH2:12]([O:14][C:15]1[C:16]([CH2:39][N:40]2[CH2:45][CH2:44][CH2:43][CH2:42][CH2:41]2)=[C:17]2[C:22](=[C:23]3[CH2:27][C:26]([CH3:29])([CH3:28])[O:25][C:24]=13)[C:21]([C:30]1[CH:31]=[C:32]([NH2:36])[CH:33]=[CH:34][CH:35]=1)=[N:20][C:19]([CH3:38])([CH3:37])[CH2:18]2)[CH3:13].C(OC(C)C)(C)C. Product: [CH2:12]([O:14][C:15]1[C:16]([CH2:39][N:40]2[CH2:41][CH2:42][CH2:43][CH2:44][CH2:45]2)=[C:17]2[C:22](=[C:23]3[CH2:27][C:26]([CH3:28])([CH3:29])[O:25][C:24]=13)[C:21]([C:30]1[CH:31]=[C:32]([NH:36][C:4]([C:3]3[CH:7]=[CH:8][CH:9]=[CH:10][C:2]=3[C:1]([OH:6])=[O:11])=[O:5])[CH:33]=[CH:34][CH:35]=1)=[N:20][C:19]([CH3:38])([CH3:37])[CH2:18]2)[CH3:13]. The catalyst class is: 7. (3) Reactant: [C:1]1([NH:7][NH2:8])[CH:6]=[CH:5][CH:4]=[CH:3][CH:2]=1.Cl.[F:10][C:11]([F:21])([F:20])[C:12](=O)[CH2:13][C:14](OCC)=[O:15]. Product: [C:1]1([N:7]2[C:14]([OH:15])=[CH:13][C:12]([C:11]([F:21])([F:20])[F:10])=[N:8]2)[CH:6]=[CH:5][CH:4]=[CH:3][CH:2]=1. The catalyst class is: 8. (4) Reactant: [S:1]1[CH:5]=[CH:4][C:3]2[CH:6]=[C:7]([C:10]3[C:15]([CH:16]([CH2:21][CH2:22][CH3:23])[C:17]([O:19]C)=[O:18])=[C:14]([CH3:24])[N:13]=[C:12]([C:25]4[CH:30]=[CH:29][CH:28]=[CH:27][CH:26]=4)[N:11]=3)[CH:8]=[CH:9][C:2]1=2.[OH-].[Na+]. Product: [S:1]1[CH:5]=[CH:4][C:3]2[CH:6]=[C:7]([C:10]3[C:15]([CH:16]([CH2:21][CH2:22][CH3:23])[C:17]([OH:19])=[O:18])=[C:14]([CH3:24])[N:13]=[C:12]([C:25]4[CH:26]=[CH:27][CH:28]=[CH:29][CH:30]=4)[N:11]=3)[CH:8]=[CH:9][C:2]1=2. The catalyst class is: 5. (5) Reactant: [CH3:1][O:2][C:3]1[CH:4]=[C:5]([CH:28]=[C:29]([O:33][CH3:34])[C:30]=1[O:31][CH3:32])[C:6]([C:8]1[N:9]=[C:10]([C:13]2[CH:27]=[CH:26][C:16]([CH2:17][NH:18][C:19](=[O:25])[O:20][C:21]([CH3:24])([CH3:23])[CH3:22])=[CH:15][CH:14]=2)[S:11][CH:12]=1)=[O:7].[H-].[Na+].I[CH3:38]. Product: [CH3:38][N:18]([CH2:17][C:16]1[CH:15]=[CH:14][C:13]([C:10]2[S:11][CH:12]=[C:8]([C:6](=[O:7])[C:5]3[CH:4]=[C:3]([O:2][CH3:1])[C:30]([O:31][CH3:32])=[C:29]([O:33][CH3:34])[CH:28]=3)[N:9]=2)=[CH:27][CH:26]=1)[C:19](=[O:25])[O:20][C:21]([CH3:24])([CH3:23])[CH3:22]. The catalyst class is: 3. (6) Reactant: [Cl:1][C:2]1[CH:18]=[CH:17][C:5]2[CH2:6][CH2:7][N:8]([C:11](=[O:16])[C:12]([F:15])([F:14])[F:13])[CH2:9][CH2:10][C:4]=2[C:3]=1OS(C(F)(F)F)(=O)=O.[CH3:27][C:28]1([CH3:43])[CH2:33][CH2:32][CH2:31][CH:30]([O:34][C:35]2[CH:42]=[CH:41][C:38]([CH2:39][NH2:40])=[CH:37][CH:36]=2)[CH2:29]1. Product: [Cl:1][C:2]1[CH:18]=[CH:17][C:5]2[CH2:6][CH2:7][N:8]([C:11](=[O:16])[C:12]([F:15])([F:14])[F:13])[CH2:9][CH2:10][C:4]=2[C:3]=1[NH:40][CH2:39][C:38]1[CH:41]=[CH:42][C:35]([O:34][CH:30]2[CH2:31][CH2:32][CH2:33][C:28]([CH3:43])([CH3:27])[CH2:29]2)=[CH:36][CH:37]=1. The catalyst class is: 12. (7) Reactant: O=[C:2]([C:24]1[CH:28]=[CH:27][S:26][CH:25]=1)[CH2:3][NH:4][C:5]([C:7]1[S:8][C:9]2[C:15]([N:16]3[CH2:21][CH2:20][O:19][CH2:18][CH2:17]3)=[CH:14][CH:13]=[C:12]([O:22][CH3:23])[C:10]=2[N:11]=1)=O.FC(F)(F)C([O-])=O.[NH4+:36]. Product: [CH3:23][O:22][C:12]1[C:10]2[N:11]=[C:7]([C:5]3[NH:4][CH:3]=[C:2]([C:24]4[CH:28]=[CH:27][S:26][CH:25]=4)[N:36]=3)[S:8][C:9]=2[C:15]([N:16]2[CH2:17][CH2:18][O:19][CH2:20][CH2:21]2)=[CH:14][CH:13]=1. The catalyst class is: 6. (8) Reactant: CN(C)CCN.[Cl:7][C:8]1[S:12][C:11]([CH2:13][O:14][N:15]2C(=O)C3=CC=CC=C3C2=O)=[CH:10][CH:9]=1.C(O)(=O)C.[C:30]([C:33]1[CH:38]=[C:37]([Cl:39])[CH:36]=[CH:35][C:34]=1[NH:40][S:41]([C:44]([F:47])([F:46])[F:45])(=[O:43])=[O:42])(=O)[CH3:31]. Product: [Cl:39][C:37]1[CH:36]=[CH:35][C:34]([NH:40][S:41]([C:44]([F:47])([F:46])[F:45])(=[O:43])=[O:42])=[C:33]([C:30](=[N:15][O:14][CH2:13][C:11]2[S:12][C:8]([Cl:7])=[CH:9][CH:10]=2)[CH3:31])[CH:38]=1. The catalyst class is: 14.